From a dataset of Full USPTO retrosynthesis dataset with 1.9M reactions from patents (1976-2016). Predict the reactants needed to synthesize the given product. Given the product [F:3][C:4]([F:20])([C:10]1[CH:11]=[CH:12][C:13]([C:16]([F:17])([F:18])[F:19])=[CH:14][CH:15]=1)[CH2:5][OH:6], predict the reactants needed to synthesize it. The reactants are: [Li+].[BH4-].[F:3][C:4]([F:20])([C:10]1[CH:15]=[CH:14][C:13]([C:16]([F:19])([F:18])[F:17])=[CH:12][CH:11]=1)[C:5](OCC)=[O:6].